Regression. Given two drug SMILES strings and cell line genomic features, predict the synergy score measuring deviation from expected non-interaction effect. From a dataset of NCI-60 drug combinations with 297,098 pairs across 59 cell lines. (1) Drug 1: COC1=NC(=NC2=C1N=CN2C3C(C(C(O3)CO)O)O)N. Drug 2: COC1=C2C(=CC3=C1OC=C3)C=CC(=O)O2. Cell line: SR. Synergy scores: CSS=13.9, Synergy_ZIP=4.57, Synergy_Bliss=5.47, Synergy_Loewe=0.930, Synergy_HSA=1.68. (2) Drug 1: C1=CC(=CC=C1C#N)C(C2=CC=C(C=C2)C#N)N3C=NC=N3. Drug 2: C1=CC=C(C(=C1)C(C2=CC=C(C=C2)Cl)C(Cl)Cl)Cl. Cell line: UO-31. Synergy scores: CSS=-5.58, Synergy_ZIP=1.46, Synergy_Bliss=-2.65, Synergy_Loewe=-6.36, Synergy_HSA=-6.31. (3) Drug 1: CC1C(C(CC(O1)OC2CC(CC3=C2C(=C4C(=C3O)C(=O)C5=C(C4=O)C(=CC=C5)OC)O)(C(=O)C)O)N)O.Cl. Drug 2: C1=NC2=C(N1)C(=S)N=CN2. Cell line: KM12. Synergy scores: CSS=20.4, Synergy_ZIP=-2.63, Synergy_Bliss=-11.2, Synergy_Loewe=-6.72, Synergy_HSA=-5.96. (4) Drug 1: CC1=C(C=C(C=C1)NC2=NC=CC(=N2)N(C)C3=CC4=NN(C(=C4C=C3)C)C)S(=O)(=O)N.Cl. Drug 2: CCCS(=O)(=O)NC1=C(C(=C(C=C1)F)C(=O)C2=CNC3=C2C=C(C=N3)C4=CC=C(C=C4)Cl)F. Cell line: DU-145. Synergy scores: CSS=-2.43, Synergy_ZIP=1.00, Synergy_Bliss=3.53, Synergy_Loewe=0.0153, Synergy_HSA=0.705. (5) Drug 1: CCC(=C(C1=CC=CC=C1)C2=CC=C(C=C2)OCCN(C)C)C3=CC=CC=C3.C(C(=O)O)C(CC(=O)O)(C(=O)O)O. Drug 2: CS(=O)(=O)OCCCCOS(=O)(=O)C. Cell line: RXF 393. Synergy scores: CSS=-1.35, Synergy_ZIP=0.0363, Synergy_Bliss=-0.830, Synergy_Loewe=-2.68, Synergy_HSA=-1.65. (6) Drug 1: CCC1(CC2CC(C3=C(CCN(C2)C1)C4=CC=CC=C4N3)(C5=C(C=C6C(=C5)C78CCN9C7C(C=CC9)(C(C(C8N6C)(C(=O)OC)O)OC(=O)C)CC)OC)C(=O)OC)O.OS(=O)(=O)O. Drug 2: C1C(C(OC1N2C=NC(=NC2=O)N)CO)O. Cell line: HS 578T. Synergy scores: CSS=4.34, Synergy_ZIP=-2.18, Synergy_Bliss=-0.819, Synergy_Loewe=-2.87, Synergy_HSA=-1.38. (7) Drug 1: CC(C1=C(C=CC(=C1Cl)F)Cl)OC2=C(N=CC(=C2)C3=CN(N=C3)C4CCNCC4)N. Drug 2: C1=CC(=CC=C1CC(C(=O)O)N)N(CCCl)CCCl.Cl. Cell line: UACC62. Synergy scores: CSS=2.70, Synergy_ZIP=-5.01, Synergy_Bliss=-4.46, Synergy_Loewe=-10.3, Synergy_HSA=-4.28. (8) Drug 1: C1=NC2=C(N=C(N=C2N1C3C(C(C(O3)CO)O)F)Cl)N. Drug 2: C#CCC(CC1=CN=C2C(=N1)C(=NC(=N2)N)N)C3=CC=C(C=C3)C(=O)NC(CCC(=O)O)C(=O)O. Synergy scores: CSS=72.6, Synergy_ZIP=23.0, Synergy_Bliss=2.22, Synergy_Loewe=51.2, Synergy_HSA=1.52. Cell line: HCT116. (9) Drug 1: C1=CC(=CC=C1CCCC(=O)O)N(CCCl)CCCl. Drug 2: CNC(=O)C1=NC=CC(=C1)OC2=CC=C(C=C2)NC(=O)NC3=CC(=C(C=C3)Cl)C(F)(F)F. Cell line: MCF7. Synergy scores: CSS=38.8, Synergy_ZIP=-4.21, Synergy_Bliss=-2.43, Synergy_Loewe=-1.24, Synergy_HSA=0.835. (10) Drug 1: C1=NC2=C(N1)C(=S)N=C(N2)N. Drug 2: CS(=O)(=O)OCCCCOS(=O)(=O)C. Cell line: SF-295. Synergy scores: CSS=34.7, Synergy_ZIP=-3.77, Synergy_Bliss=-4.66, Synergy_Loewe=-3.70, Synergy_HSA=-1.86.